Task: Regression. Given a peptide amino acid sequence and an MHC pseudo amino acid sequence, predict their binding affinity value. This is MHC class II binding data.. Dataset: Peptide-MHC class II binding affinity with 134,281 pairs from IEDB (1) The peptide sequence is KSLFFLDEPLKSVPL. The MHC is DRB1_1501 with pseudo-sequence DRB1_1501. The binding affinity (normalized) is 0.518. (2) The MHC is HLA-DPA10103-DPB10401 with pseudo-sequence HLA-DPA10103-DPB10401. The peptide sequence is IARLPQVASYVYRRI. The binding affinity (normalized) is 0.541. (3) The peptide sequence is ASAAALAGDAAGAWR. The MHC is DRB1_0101 with pseudo-sequence DRB1_0101. The binding affinity (normalized) is 0.421. (4) The peptide sequence is LRLSALRGLFSAVIE. The MHC is DRB1_0405 with pseudo-sequence DRB1_0405. The binding affinity (normalized) is 0.596. (5) The MHC is HLA-DQA10104-DQB10503 with pseudo-sequence HLA-DQA10104-DQB10503. The binding affinity (normalized) is 0.0563. The peptide sequence is ADAGYAPATPAAAGA. (6) The peptide sequence is MQVKVSKGAPCRIPV. The MHC is DRB1_0404 with pseudo-sequence DRB1_0404. The binding affinity (normalized) is 0.480.